This data is from Catalyst prediction with 721,799 reactions and 888 catalyst types from USPTO. The task is: Predict which catalyst facilitates the given reaction. (1) The catalyst class is: 12. Reactant: [O:1]=[S:2]1(=[O:48])[CH2:7][CH2:6][N:5]([CH2:8][C:9]2[CH:14]=[CH:13][C:12]([NH:15][C:16]([C:18]3[CH:23]=[CH:22][C:21]([C:24]4[CH:29]=[CH:28][C:27]([C:30]5[NH:34][C:33]([C@@H:35]6[CH2:40][O:39][CH2:38][CH2:37][N:36]6C(OC(C)(C)C)=O)=[N:32][CH:31]=5)=[CH:26][CH:25]=4)=[CH:20][CH:19]=3)=[O:17])=[CH:11][CH:10]=2)[CH2:4][CH2:3]1.Cl.C(=O)([O-])[O-].[K+].[K+]. Product: [O:48]=[S:2]1(=[O:1])[CH2:3][CH2:4][N:5]([CH2:8][C:9]2[CH:10]=[CH:11][C:12]([NH:15][C:16](=[O:17])[C:18]3[CH:19]=[CH:20][C:21]([C:24]4[CH:25]=[CH:26][C:27]([C:30]5[NH:34][C:33]([C@@H:35]6[CH2:40][O:39][CH2:38][CH2:37][NH:36]6)=[N:32][CH:31]=5)=[CH:28][CH:29]=4)=[CH:22][CH:23]=3)=[CH:13][CH:14]=2)[CH2:6][CH2:7]1. (2) Reactant: CO.[NH3:3].Cl[C:5]1[C:14]2[C:9](=[CH:10][C:11]([F:24])=[C:12]([O:15][C:16]3[C:21]([CH3:22])=[CH:20][CH:19]=[CH:18][C:17]=3[CH3:23])[CH:13]=2)[N:8]=[C:7]([N:25]2[CH:29]=[C:28]([C:30]([O:32][CH2:33][CH3:34])=[O:31])[CH:27]=[N:26]2)[N:6]=1. Product: [NH2:3][C:5]1[C:14]2[C:9](=[CH:10][C:11]([F:24])=[C:12]([O:15][C:16]3[C:21]([CH3:22])=[CH:20][CH:19]=[CH:18][C:17]=3[CH3:23])[CH:13]=2)[N:8]=[C:7]([N:25]2[CH:29]=[C:28]([C:30]([O:32][CH2:33][CH3:34])=[O:31])[CH:27]=[N:26]2)[N:6]=1. The catalyst class is: 1. (3) Reactant: [N+:1]([C:4]1[CH:5]=[N:6][NH:7][CH:8]=1)([O-:3])=[O:2].[C:9]([O:13][C:14](=[O:19])[NH:15][CH2:16][CH2:17]Br)([CH3:12])([CH3:11])[CH3:10].C(=O)([O-])[O-].[Cs+].[Cs+].O. Product: [C:9]([O:13][C:14](=[O:19])[NH:15][CH2:16][CH2:17][N:6]1[CH:5]=[C:4]([N+:1]([O-:3])=[O:2])[CH:8]=[N:7]1)([CH3:12])([CH3:11])[CH3:10]. The catalyst class is: 9. (4) Product: [C:33]1([NH:39][C:40](=[O:51])[O:41][CH:42]2[CH2:43][CH:44]3[CH:48]([CH2:47][CH:6]([NH:7][CH2:8][C:9]([N:11]4[CH2:15][CH2:14][CH2:13][CH:12]4[C:16]#[N:17])=[O:10])[CH2:45]3)[CH2:49]2)[CH:34]=[CH:35][CH:36]=[CH:37][CH:38]=1. Reactant: C(O[C:6](=O)[NH:7][CH2:8][C:9]([N:11]1[CH2:15][CH2:14][CH2:13][CH:12]1[C:16]#[N:17])=[O:10])(C)(C)C.FC(F)(F)C(O)=O.C(N(CC)CC)C.[C:33]1([NH:39][C:40](=[O:51])[O:41][CH:42]2[CH2:49][CH:48]3[CH:44]([CH2:45]C(=O)[CH2:47]3)[CH2:43]2)[CH:38]=[CH:37][CH:36]=[CH:35][CH:34]=1.C(O[BH-](OC(=O)C)OC(=O)C)(=O)C.[Na+]. The catalyst class is: 4. (5) Reactant: [NH2:1][C:2]1[C:3]([N:20]([CH:25]2[CH2:30][CH2:29][C:28]([F:32])([F:31])[CH2:27][CH2:26]2)[CH2:21][CH:22]([CH3:24])[CH3:23])=[CH:4][C:5]([F:19])=[C:6]([C:8]2[C:9]([C:15]([O:17][CH3:18])=[O:16])=[CH:10][CH:11]=[C:12]([F:14])[CH:13]=2)[CH:7]=1.[N:33]([C:36]1[CH:41]=[CH:40][C:39]([CH3:42])=[CH:38][CH:37]=1)=[C:34]=[O:35]. The catalyst class is: 7. Product: [F:32][C:28]1([F:31])[CH2:27][CH2:26][CH:25]([N:20]([CH2:21][CH:22]([CH3:24])[CH3:23])[C:3]2[C:2]([NH:1][C:34]([NH:33][C:36]3[CH:41]=[CH:40][C:39]([CH3:42])=[CH:38][CH:37]=3)=[O:35])=[CH:7][C:6]([C:8]3[C:9]([C:15]([O:17][CH3:18])=[O:16])=[CH:10][CH:11]=[C:12]([F:14])[CH:13]=3)=[C:5]([F:19])[CH:4]=2)[CH2:30][CH2:29]1. (6) Reactant: O[CH2:2][C:3]1[CH:14]=[CH:13][C:6]2[O:7][CH2:8][C:9](=[O:12])[N:10]([CH3:11])[C:5]=2[CH:4]=1.C([C:17]1[C:21]([C:22]([O-:24])=[O:23])=[CH:20][NH:19][N:18]=1)C.[C:25]1(P(C2C=CC=CC=2)C2C=CC=CC=2)C=CC=C[CH:26]=1.CCOC(/N=N/C(OCC)=O)=O.C1(C)C=CC=CC=1.C([O-])(O)=O.[Na+]. Product: [CH3:11][N:10]1[C:9](=[O:12])[CH2:8][O:7][C:6]2[CH:13]=[CH:14][C:3]([CH2:2][N:18]3[CH:17]=[C:21]([C:22]([O:24][CH2:25][CH3:26])=[O:23])[CH:20]=[N:19]3)=[CH:4][C:5]1=2. The catalyst class is: 1. (7) Reactant: [CH2:1]([N:8]1[C:13](=[O:14])[C:12]([C:15]2[CH:20]=[CH:19][C:18]([O:21]C)=[C:17]([F:23])[CH:16]=2)=[CH:11][N:10]=[C:9]1[NH:24][C:25]1[CH:30]=[CH:29][C:28]([F:31])=[CH:27][CH:26]=1)[C:2]1[CH:7]=[CH:6][CH:5]=[CH:4][CH:3]=1.B(Br)(Br)Br. Product: [CH2:1]([N:8]1[C:13](=[O:14])[C:12]([C:15]2[CH:20]=[CH:19][C:18]([OH:21])=[C:17]([F:23])[CH:16]=2)=[CH:11][N:10]=[C:9]1[NH:24][C:25]1[CH:26]=[CH:27][C:28]([F:31])=[CH:29][CH:30]=1)[C:2]1[CH:3]=[CH:4][CH:5]=[CH:6][CH:7]=1. The catalyst class is: 2. (8) Reactant: [Br:1][C:2]1[N:3]=[CH:4][N:5]([C:12]2[CH:17]=[CH:16][C:15]([CH3:18])=[CH:14][C:13]=2[CH3:19])[C:6]=1[C:7]([O:9]CC)=[O:8].[OH-].[K+]. Product: [Br:1][C:2]1[N:3]=[CH:4][N:5]([C:12]2[CH:17]=[CH:16][C:15]([CH3:18])=[CH:14][C:13]=2[CH3:19])[C:6]=1[C:7]([OH:9])=[O:8]. The catalyst class is: 8. (9) Reactant: [CH3:1][C:2]1[C:3]([C:12]2[CH:16]=[C:15]([NH:17][C:18](=[O:25])[CH2:19][C:20](OCC)=[O:21])[NH:14][N:13]=2)=[N:4][C:5]2[C:10]([N:11]=1)=[CH:9][CH:8]=[CH:7][CH:6]=2. Product: [CH3:1][C:2]1[C:3]([C:12]2[CH:16]=[C:15]3[N:17]=[C:18]([OH:25])[CH:19]=[C:20]([OH:21])[N:14]3[N:13]=2)=[N:4][C:5]2[C:10]([N:11]=1)=[CH:9][CH:8]=[CH:7][CH:6]=2. The catalyst class is: 547. (10) Reactant: [Li+].[OH-].Cl.N[CH:5]([CH:13]1[O:17][C:16](=[O:18])[CH:15](C)[CH2:14]1)[CH2:6][C:7]1[CH:12]=[CH:11][CH:10]=CC=1.C1C=C[C:23]2N(O)N=N[C:24]=2[CH:25]=1.[CH3:30]CN=C=NCCCN(C)C.Cl.C(N(CC)CC)C. Product: [C:24]([O:17][C:16]([CH2:15][CH2:14][CH2:13][CH2:5][CH2:6][CH2:7][CH2:12][CH2:11][CH3:10])=[O:18])([CH3:23])([CH3:25])[CH3:30]. The catalyst class is: 1.